This data is from Ames mutagenicity test results for genotoxicity prediction. The task is: Regression/Classification. Given a drug SMILES string, predict its toxicity properties. Task type varies by dataset: regression for continuous values (e.g., LD50, hERG inhibition percentage) or binary classification for toxic/non-toxic outcomes (e.g., AMES mutagenicity, cardiotoxicity, hepatotoxicity). Dataset: ames. (1) The molecule is COc1cc(/C=C/C(=O)OC2CCC34CC35CCC3(C)C(C(C)CCC=C(C)C)CCC3(C)C5CCC4C2(C)C)ccc1O. The result is 0 (non-mutagenic). (2) The compound is O=Nc1[nH]cnc1-c1ccccc1. The result is 1 (mutagenic). (3) The drug is NC(=O)c1cc(N2CC2)c([N+](=O)[O-])cc1[N+](=O)[O-]. The result is 1 (mutagenic).